Dataset: Full USPTO retrosynthesis dataset with 1.9M reactions from patents (1976-2016). Task: Predict the reactants needed to synthesize the given product. (1) Given the product [CH2:1]([O:3][CH2:4][C:5]1[N:19]([CH2:20][C:21]([CH3:24])([OH:23])[CH3:22])[C:18]2[C:17]3[N:16]=[CH:15][CH:14]=[CH:13][C:12]=3[N:11]=[CH:10][C:9]=2[N:8]=1)[CH3:2], predict the reactants needed to synthesize it. The reactants are: [CH2:1]([O:3][CH2:4][C:5](Cl)=O)[CH3:2].[NH2:8][C:9]1[CH:10]=[N:11][C:12]2[C:17]([C:18]=1[NH:19][CH2:20][C:21]([CH3:24])([OH:23])[CH3:22])=[N:16][CH:15]=[CH:14][CH:13]=2. (2) Given the product [F:5][C:6]([F:11])([F:10])[CH2:7][C:8](=[N:2][OH:3])[NH2:9], predict the reactants needed to synthesize it. The reactants are: [Na].[NH2:2][OH:3].Cl.[F:5][C:6]([F:11])([F:10])[CH2:7][C:8]#[N:9]. (3) Given the product [N:1]1[CH:6]=[CH:5][CH:4]=[C:3]2[CH2:7][CH2:8][CH2:9][CH2:10][C@@H:11]([NH:12][C:14](=[O:15])[CH3:13])[C:2]=12, predict the reactants needed to synthesize it. The reactants are: [N:1]1[CH:6]=[CH:5][CH:4]=[C:3]2[CH2:7][CH2:8][CH2:9][CH2:10][CH:11]([NH2:12])[C:2]=12.[CH3:13][CH2:14][O:15]C(C)=O.O(C(C)C)C(C)C.[NH4+].[OH-].